Task: Predict which catalyst facilitates the given reaction.. Dataset: Catalyst prediction with 721,799 reactions and 888 catalyst types from USPTO Reactant: [F:1][C:2]1[CH:7]=[CH:6][CH:5]=[C:4]([F:8])[C:3]=1[C:9]1[O:10][C:11]([NH:16][C:17]2[CH:22]=[CH:21][C:20]([N+:23]([O-])=O)=[CH:19][CH:18]=2)=[C:12]([C:14]#[N:15])[N:13]=1.CO. Product: [NH2:23][C:20]1[CH:19]=[CH:18][C:17]([NH:16][C:11]2[O:10][C:9]([C:3]3[C:4]([F:8])=[CH:5][CH:6]=[CH:7][C:2]=3[F:1])=[N:13][C:12]=2[C:14]#[N:15])=[CH:22][CH:21]=1. The catalyst class is: 350.